From a dataset of Reaction yield outcomes from USPTO patents with 853,638 reactions. Predict the reaction yield, written as a fraction of the theoretical maximum amount of product (1.0 means a 100% yield; for example, 0.34 means a 34% yield). (1) The reactants are Cl.[F:2][C:3]1[CH:4]=[C:5]([S:10]([C:13]2[CH:14]=[C:15]3[C:19](=[CH:20][CH:21]=2)[N:18]([CH:22]2[CH2:27][CH2:26][N:25]([CH2:28][CH3:29])[CH2:24][CH2:23]2)[CH2:17][CH2:16]3)(=[O:12])=[O:11])[CH:6]=[C:7]([F:9])[CH:8]=1.[Cl:30]C1C(=O)C(C#N)=C(C#N)C(=O)C=1Cl.BrC1C=C2C(=CC=1)N(C1CCN(C(OC(C)(C)C)=O)CC1)C=C2. No catalyst specified. The product is [ClH:30].[CH2:28]([N:25]1[CH2:24][CH2:23][CH:22]([N:18]2[C:19]3[C:15](=[CH:14][C:13]([S:10]([C:5]4[CH:4]=[C:3]([F:2])[CH:8]=[C:7]([F:9])[CH:6]=4)(=[O:12])=[O:11])=[CH:21][CH:20]=3)[CH:16]=[CH:17]2)[CH2:27][CH2:26]1)[CH3:29]. The yield is 0.0500. (2) The reactants are C(O[C:6]([N:8]1[CH2:13][CH2:12][N:11]([C:14]2[C:15]3[N:24]=[C:23]([C:25]4[CH:30]=[CH:29][C:28]([F:31])=[CH:27][CH:26]=4)[CH:22]=[CH:21][C:16]=3[N:17]=[C:18]([NH2:20])[N:19]=2)[C@@H:10]([CH3:32])[CH2:9]1)=[O:7])(C)(C)C.[Cl:33][C:34]1[CH:44]=[CH:43][C:37]([O:38][CH2:39]C(Cl)=O)=[CH:36][CH:35]=1. No catalyst specified. The product is [NH2:20][C:18]1[N:19]=[C:14]([N:11]2[CH2:12][CH2:13][N:8]([C:6](=[O:7])[CH2:39][O:38][C:37]3[CH:43]=[CH:44][C:34]([Cl:33])=[CH:35][CH:36]=3)[CH2:9][C@@H:10]2[CH3:32])[C:15]2[N:24]=[C:23]([C:25]3[CH:26]=[CH:27][C:28]([F:31])=[CH:29][CH:30]=3)[CH:22]=[CH:21][C:16]=2[N:17]=1. The yield is 0.610. (3) The reactants are [CH3:1][C:2]1[CH:10]=[C:9]([C:11]2[N:15]=[CH:14][N:13]([C:16]3[CH:21]=[CH:20][C:19]([O:22][C:23]([F:26])([F:25])[F:24])=[CH:18][CH:17]=3)[N:12]=2)[CH:8]=[CH:7][C:3]=1[C:4](O)=[O:5].C(N(CC)CC)C.P([N:50]=[N+:51]=[N-:52])(=O)(OC1C=CC=CC=1)OC1C=CC=CC=1. The catalyst is C(O)(C)C. The product is [CH3:1][C:2]1[CH:10]=[C:9]([C:11]2[N:15]=[CH:14][N:13]([C:16]3[CH:21]=[CH:20][C:19]([O:22][C:23]([F:26])([F:24])[F:25])=[CH:18][CH:17]=3)[N:12]=2)[CH:8]=[CH:7][C:3]=1[C:4]([N:50]=[N+:51]=[N-:52])=[O:5]. The yield is 0.670. (4) The reactants are [Cl:1][C:2]1[CH:7]=[CH:6][CH:5]=[CH:4][C:3]=1[C:8]#[C:9][C:10]1[S:23][C:13]2[C:14]3[CH:22]=[N:21][CH:20]=[CH:19][C:15]=3[O:16][CH2:17][CH2:18][C:12]=2[CH:11]=1.[N-:24]=[N+:25]=[N-:26].[Na+].O. The catalyst is CS(C)=O. The product is [S:23]1[C:13]2[C:14]3[CH:22]=[N:21][CH:20]=[CH:19][C:15]=3[O:16][CH2:17][CH2:18][C:12]=2[CH:11]=[C:10]1[C:9]1[C:8]([C:3]2[CH:4]=[CH:5][CH:6]=[CH:7][C:2]=2[Cl:1])=[N:26][NH:25][N:24]=1. The yield is 0.180. (5) The reactants are [F:1][C:2]1([F:35])[CH2:6][C@H:5](/[CH:7]=[CH:8]/[C@@H:9]([OH:21])[C@@H:10]([CH3:20])[CH2:11][CH2:12][CH2:13][C:14]2[CH:19]=[CH:18][CH:17]=[CH:16][CH:15]=2)[N:4]([CH2:22][CH2:23][CH2:24][C:25]2[S:29][C:28]([C:30]([O:32]C)=[O:31])=[CH:27][CH:26]=2)[C:3]1=[O:34].[OH-].[Li+]. The catalyst is CO. The product is [F:35][C:2]1([F:1])[CH2:6][C@H:5](/[CH:7]=[CH:8]/[C@@H:9]([OH:21])[C@@H:10]([CH3:20])[CH2:11][CH2:12][CH2:13][C:14]2[CH:19]=[CH:18][CH:17]=[CH:16][CH:15]=2)[N:4]([CH2:22][CH2:23][CH2:24][C:25]2[S:29][C:28]([C:30]([OH:32])=[O:31])=[CH:27][CH:26]=2)[C:3]1=[O:34]. The yield is 0.800. (6) The catalyst is C1COCC1. The yield is 1.00. The product is [CH3:2][O:3][C:4](=[O:17])[C:5]1[CH:6]=[CH:7][C:8]([CH:11]2[CH2:16][CH2:15][CH2:14][CH2:13][N:12]2[C:34]([O:36][CH2:37][C:38]2[CH:43]=[CH:42][CH:41]=[CH:40][CH:39]=2)=[O:35])=[CH:9][CH:10]=1. The reactants are Cl.[CH3:2][O:3][C:4](=[O:17])[C:5]1[CH:10]=[CH:9][C:8]([CH:11]2[CH2:16][CH2:15][CH2:14][CH2:13][NH:12]2)=[CH:7][CH:6]=1.CCN(C(C)C)C(C)C.C([O-])([O-])=O.[Na+].[Na+].Cl[C:34]([O:36][CH2:37][C:38]1[CH:43]=[CH:42][CH:41]=[CH:40][CH:39]=1)=[O:35]. (7) The product is [OH:6][CH2:5][C:4]1[C:3]([CH3:10])=[C:2]([CH:9]=[CH:8][CH:7]=1)[O:1][CH2:18][C:19]([O:21][CH:22]([CH3:24])[CH3:23])=[O:20]. The yield is 0.950. The reactants are [OH:1][C:2]1[C:3]([CH3:10])=[C:4]([CH:7]=[CH:8][CH:9]=1)[CH2:5][OH:6].C([O-])([O-])=O.[K+].[K+].Br[CH2:18][C:19]([O:21][CH:22]([CH3:24])[CH3:23])=[O:20]. The catalyst is CN(C=O)C.CCOC(C)=O.O. (8) The reactants are [CH:1]([S:4]([N:7]1[C:11]2[CH:12]=[C:13](I)[CH:14]=[CH:15][C:10]=2[N:9]=[C:8]1[NH2:17])(=[O:6])=[O:5])([CH3:3])[CH3:2].C1([Li])C=CC=CC=1.C([Li])(C)(C)C.[B:30](OC(C)C)([O:35]C(C)C)[O:31]C(C)C.Cl.[OH-].[Na+]. The catalyst is O.O1CCCC1. The product is [CH:1]([S:4]([N:7]1[C:11]2[CH:12]=[C:13]([B:30]([OH:35])[OH:31])[CH:14]=[CH:15][C:10]=2[N:9]=[C:8]1[NH2:17])(=[O:6])=[O:5])([CH3:3])[CH3:2]. The yield is 0.360. (9) The reactants are [CH3:1][N:2]1[C:10]2[CH:9]=[C:8]([N:11]3[CH:16]=[CH:15][C:14]([C:17]4[CH:22]=[CH:21][C:20]([CH3:23])=[CH:19][N:18]=4)=[CH:13][C:12]3=[O:24])[CH:7]=[CH:6][C:5]=2[C:4]2[CH2:25][N:26](C(OC(C)(C)C)=O)[CH2:27][CH2:28][C:3]1=2.C1(N)C(F)=C(F)C(F)=C(N)C=1F.[ClH:48].Cl. No catalyst specified. The product is [ClH:48].[ClH:48].[CH3:1][N:2]1[C:10]2[CH:9]=[C:8]([N:11]3[CH:16]=[CH:15][C:14]([C:17]4[CH:22]=[CH:21][C:20]([CH3:23])=[CH:19][N:18]=4)=[CH:13][C:12]3=[O:24])[CH:7]=[CH:6][C:5]=2[C:4]2[CH2:25][NH:26][CH2:27][CH2:28][C:3]1=2. The yield is 0.300.